From a dataset of Reaction yield outcomes from USPTO patents with 853,638 reactions. Predict the reaction yield, written as a fraction of the theoretical maximum amount of product (1.0 means a 100% yield; for example, 0.34 means a 34% yield). (1) The reactants are Cl.C([O:4][CH:5](OCC)[C:6]1[N:10]=[C:9]([C:11]2[N:15]([CH3:16])[N:14]=[CH:13][CH:12]=2)[N:8]([CH3:17])[N:7]=1)C.C(=O)([O-])[O-].[K+].[K+]. No catalyst specified. The product is [CH3:17][N:8]1[C:9]([C:11]2[N:15]([CH3:16])[N:14]=[CH:13][CH:12]=2)=[N:10][C:6]([CH:5]=[O:4])=[N:7]1. The yield is 0.945. (2) The product is [CH3:7][S:8]([O:5][CH2:4][C:3]#[C:2][CH2:1][OH:6])(=[O:10])=[O:9]. The yield is 0.260. The catalyst is C1COCC1. The reactants are [CH2:1]([OH:6])[C:2]#[C:3][CH2:4][OH:5].[CH3:7][S:8](Cl)(=[O:10])=[O:9].C(N(CC)CC)C. (3) The reactants are Cl[C:2]1[CH:7]=[C:6]([O:8][CH3:9])[N:5]=[C:4]([O:10][CH3:11])[N:3]=1.C1N2CCN(CC2)C1.C(=O)([O-])[O-:21].[K+].[K+].C(O)(=O)CC(CC(O)=O)(C(O)=O)O. The catalyst is O. The product is [CH3:11][O:10][C:4]1[N:3]=[C:2]([OH:21])[CH:7]=[C:6]([O:8][CH3:9])[N:5]=1. The yield is 0.340. (4) The reactants are [NH2:1][C@@H:2]1[CH2:7][CH2:6][CH2:5][N:4]([C:8]([O:10][C:11]([CH3:14])([CH3:13])[CH3:12])=[O:9])[CH2:3]1.[F-].[Cs+].Cl[C:18]1[N:23]=[C:22]([C:24]2[CH:25]=[N:26][N:27]3[CH:32]=[CH:31][CH:30]=[CH:29][C:28]=23)[CH:21]=[N:20][CH:19]=1.O. The catalyst is CS(C)=O. The product is [N:26]1[N:27]2[CH:32]=[CH:31][CH:30]=[CH:29][C:28]2=[C:24]([C:22]2[N:23]=[C:18]([NH:1][C@@H:2]3[CH2:7][CH2:6][CH2:5][N:4]([C:8]([O:10][C:11]([CH3:14])([CH3:13])[CH3:12])=[O:9])[CH2:3]3)[CH:19]=[N:20][CH:21]=2)[CH:25]=1. The yield is 0.340. (5) The reactants are C(N[C@H](C(O)=O)CC(C)C)(=O)C.[CH2:13]([O:15][C:16]1[CH:17]=[C:18]([C@H:24]([NH2:30])[CH2:25][S:26]([CH3:29])(=[O:28])=[O:27])[CH:19]=[CH:20][C:21]=1[O:22][CH3:23])[CH3:14].[C:31]([NH:34][C:35]1[CH:45]=[CH:44][CH:43]=[C:37]2[C:38]([O:40][C:41](=O)[C:36]=12)=[O:39])(=[O:33])[CH3:32].C(O)(=O)C.C=CCl. The catalyst is CCO. The product is [CH2:13]([O:15][C:16]1[CH:17]=[C:18]([CH:24]([N:30]2[C:41](=[O:40])[C:36]3[C:37](=[CH:43][CH:44]=[CH:45][C:35]=3[NH:34][C:31](=[O:33])[CH3:32])[C:38]2=[O:39])[CH2:25][S:26]([CH3:29])(=[O:28])=[O:27])[CH:19]=[CH:20][C:21]=1[O:22][CH3:23])[CH3:14]. The yield is 0.750.